This data is from Full USPTO retrosynthesis dataset with 1.9M reactions from patents (1976-2016). The task is: Predict the reactants needed to synthesize the given product. (1) Given the product [F:1][C:2]([F:22])([F:23])[C:3]([NH:5][CH2:6][CH2:7][O:8][C:9]1[CH:14]=[CH:13][CH:12]=[C:11]([CH2:15][CH2:16][C:17]2([OH:21])[CH2:18][CH2:19][CH2:20]2)[CH:10]=1)=[O:4], predict the reactants needed to synthesize it. The reactants are: [F:1][C:2]([F:23])([F:22])[C:3]([NH:5][CH2:6][CH2:7][O:8][C:9]1[CH:14]=[CH:13][CH:12]=[C:11]([C:15]#[C:16][C:17]2([OH:21])[CH2:20][CH2:19][CH2:18]2)[CH:10]=1)=[O:4]. (2) Given the product [CH3:30][O:31][C:32]1[CH:33]=[C:34]([NH:35][CH:2]([C:24]2[CH:29]=[CH:28][CH:27]=[CH:26][CH:25]=2)[C:3]([C:5]2[C:13]3[C:8](=[CH:9][CH:10]=[CH:11][CH:12]=3)[N:7]([CH2:14][CH2:15][NH:16][C:17](=[O:23])[O:18][C:19]([CH3:22])([CH3:21])[CH3:20])[CH:6]=2)=[O:4])[CH:36]=[CH:37][CH:38]=1, predict the reactants needed to synthesize it. The reactants are: Cl[CH:2]([C:24]1[CH:29]=[CH:28][CH:27]=[CH:26][CH:25]=1)[C:3]([C:5]1[C:13]2[C:8](=[CH:9][CH:10]=[CH:11][CH:12]=2)[N:7]([CH2:14][CH2:15][NH:16][C:17](=[O:23])[O:18][C:19]([CH3:22])([CH3:21])[CH3:20])[CH:6]=1)=[O:4].[CH3:30][O:31][C:32]1[CH:33]=[C:34]([CH:36]=[CH:37][CH:38]=1)[NH2:35].CCN(C(C)C)C(C)C. (3) Given the product [F:1][C:2]1[C:12]([F:13])=[C:11]([F:14])[CH:10]=[CH:9][C:3]=1[N:4]([CH:18]=[C:19]([C:20]([O:22][CH2:23][CH3:24])=[O:21])[C:25]([O:27][CH2:28][CH3:29])=[O:26])[C@@H:5]([CH3:8])[CH2:6][OH:7], predict the reactants needed to synthesize it. The reactants are: [F:1][C:2]1[C:12]([F:13])=[C:11]([F:14])[CH:10]=[CH:9][C:3]=1[NH:4][C@@H:5]([CH3:8])[CH2:6][OH:7].C(O[CH:18]=[C:19]([C:25]([O:27][CH2:28][CH3:29])=[O:26])[C:20]([O:22][CH2:23][CH3:24])=[O:21])C. (4) Given the product [C:1]1([N:7]2[C:11]([C:12]3[CH:17]=[CH:16][CH:15]=[C:14]([CH2:18][CH2:19][CH3:20])[CH:13]=3)=[CH:10][C:9]([NH:21][C:28]([CH:25]3[CH2:24][C:23](=[O:22])[O:27][CH2:26]3)=[O:29])=[N:8]2)[CH:6]=[CH:5][CH:4]=[CH:3][CH:2]=1, predict the reactants needed to synthesize it. The reactants are: [C:1]1([N:7]2[C:11]([C:12]3[CH:17]=[CH:16][CH:15]=[C:14]([CH2:18][CH2:19][CH3:20])[CH:13]=3)=[CH:10][C:9]([NH2:21])=[N:8]2)[CH:6]=[CH:5][CH:4]=[CH:3][CH:2]=1.[O:22]=[C:23]1[O:27][CH2:26][CH:25]([C:28](O)=[O:29])[CH2:24]1.C1C=CC2N(O)N=NC=2C=1.CCN=C=NCCCN(C)C.Cl.C(=O)([O-])O.[Na+].